From a dataset of Catalyst prediction with 721,799 reactions and 888 catalyst types from USPTO. Predict which catalyst facilitates the given reaction. (1) Reactant: [CH3:1][O:2][C:3]1[CH:4]=[C:5]2[C:10](=[CH:11][C:12]=1[O:13][CH3:14])[N:9]=[CH:8][CH:7]=[C:6]2[O:15][C:16]1[C:22]([CH3:23])=[CH:21][C:19]([NH2:20])=[C:18]([CH3:24])[CH:17]=1.ClC(Cl)(O[C:29](=[O:35])[O:30][C:31](Cl)(Cl)Cl)Cl.[O:37]1[CH2:42][CH2:41][N:40]([CH2:43][CH2:44]CO)[CH2:39][CH2:38]1.C(=O)(O)[O-].[Na+]. Product: [CH3:1][O:2][C:3]1[CH:4]=[C:5]2[C:10](=[CH:11][C:12]=1[O:13][CH3:14])[N:9]=[CH:8][CH:7]=[C:6]2[O:15][C:16]1[C:22]([CH3:23])=[CH:21][C:19]([NH:20][C:29](=[O:35])[O:30][CH2:31][CH2:44][CH2:43][N:40]2[CH2:41][CH2:42][O:37][CH2:38][CH2:39]2)=[C:18]([CH3:24])[CH:17]=1. The catalyst class is: 208. (2) Reactant: [CH:1]([C:3]1[C:12]2[C:7](=[CH:8][CH:9]=[CH:10][CH:11]=2)[C:6]([NH:13][C:14](=[O:20])[O:15][C:16]([CH3:19])([CH3:18])[CH3:17])=[CH:5][CH:4]=1)=[CH2:2].B1C2CCCC1CCC2.[OH-:30].[Na+].OO. Product: [OH:30][CH2:2][CH2:1][C:3]1[C:12]2[C:7](=[CH:8][CH:9]=[CH:10][CH:11]=2)[C:6]([NH:13][C:14](=[O:20])[O:15][C:16]([CH3:19])([CH3:18])[CH3:17])=[CH:5][CH:4]=1. The catalyst class is: 20.